From a dataset of Reaction yield outcomes from USPTO patents with 853,638 reactions. Predict the reaction yield, written as a fraction of the theoretical maximum amount of product (1.0 means a 100% yield; for example, 0.34 means a 34% yield). (1) The yield is 0.410. The reactants are [CH3:1][N:2]([CH3:20])[C:3]([C:5]1[N:14]([CH:15]2[CH2:19][CH2:18][CH2:17][CH2:16]2)[C:8]2[N:9]=[C:10](Cl)[N:11]=[CH:12][C:7]=2[CH:6]=1)=[O:4].[NH2:21][C:22]1[N:27]=[CH:26][C:25]([C:28]([N:30]2[CH2:35][CH2:34][N:33](C(O)=O)[CH2:32][CH2:31]2)=[O:29])=[CH:24][CH:23]=1. The product is [CH3:1][N:2]([CH3:20])[C:3]([C:5]1[N:14]([CH:15]2[CH2:19][CH2:18][CH2:17][CH2:16]2)[C:8]2[N:9]=[C:10]([NH:21][C:22]3[CH:23]=[CH:24][C:25]([C:28]([N:30]4[CH2:35][CH2:34][NH:33][CH2:32][CH2:31]4)=[O:29])=[CH:26][N:27]=3)[N:11]=[CH:12][C:7]=2[CH:6]=1)=[O:4]. No catalyst specified. (2) The reactants are [OH:1][C:2]1[CH:11]=[C:10]([CH3:12])[CH:9]=[CH:8][C:3]=1[C:4]([O:6][CH3:7])=[O:5].[C:13](=O)([O-])[O-].[K+].[K+].CI. The catalyst is CN(C=O)C. The product is [CH3:13][O:1][C:2]1[CH:11]=[C:10]([CH3:12])[CH:9]=[CH:8][C:3]=1[C:4]([O:6][CH3:7])=[O:5]. The yield is 0.850. (3) The reactants are [CH:1]1[C:13]2[N:12]([C:14]3[CH:19]=[CH:18][C:17]([C:20]4[CH:25]=[CH:24][C:23]([N:26]5[C:38]6[CH:37]=[CH:36][C:35]([CH:39]=[O:40])=[CH:34][C:33]=6[C:32]6[C:27]5=[CH:28][CH:29]=[CH:30][CH:31]=6)=[CH:22][CH:21]=4)=[CH:16][CH:15]=3)[C:11]3[C:6](=[CH:7][CH:8]=[CH:9][CH:10]=3)[C:5]=2[CH:4]=[CH:3][CH:2]=1.O1CCCC1.[BH4-].[Na+]. The catalyst is CO. The product is [CH:1]1[C:13]2[N:12]([C:14]3[CH:15]=[CH:16][C:17]([C:20]4[CH:21]=[CH:22][C:23]([N:26]5[C:38]6[CH:37]=[CH:36][C:35]([CH2:39][OH:40])=[CH:34][C:33]=6[C:32]6[C:27]5=[CH:28][CH:29]=[CH:30][CH:31]=6)=[CH:24][CH:25]=4)=[CH:18][CH:19]=3)[C:11]3[C:6](=[CH:7][CH:8]=[CH:9][CH:10]=3)[C:5]=2[CH:4]=[CH:3][CH:2]=1. The yield is 0.984.